Dataset: Reaction yield outcomes from USPTO patents with 853,638 reactions. Task: Predict the reaction yield, written as a fraction of the theoretical maximum amount of product (1.0 means a 100% yield; for example, 0.34 means a 34% yield). The yield is 0.150. The catalyst is C1(C)C=CC=CC=1.C1C=CC(/C=C/C(/C=C/C2C=CC=CC=2)=O)=CC=1.C1C=CC(/C=C/C(/C=C/C2C=CC=CC=2)=O)=CC=1.C1C=CC(/C=C/C(/C=C/C2C=CC=CC=2)=O)=CC=1.[Pd].[Pd]. The product is [CH3:43][C:44]1[CH:45]=[CH:46][C:47]([S:51][C:52]2[CH:53]=[CH:54][CH:55]=[CH:56][CH:57]=2)=[C:48]([NH:50][C:31]2[CH:36]=[CH:35][N:34]=[C:33]3[S:37][C:38]([CH2:40][CH2:41][CH3:42])=[N:39][C:32]=23)[CH:49]=1. The reactants are C(N1CCN2CCN(CC(C)C)P1N(CC(C)C)CC2)C(C)C.CC(C)([O-])C.[Na+].Cl[C:31]1[CH:36]=[CH:35][N:34]=[C:33]2[S:37][C:38]([CH2:40][CH2:41][CH3:42])=[N:39][C:32]=12.[CH3:43][C:44]1[CH:45]=[CH:46][C:47]([S:51][C:52]2[CH:57]=[CH:56][CH:55]=[CH:54][CH:53]=2)=[C:48]([NH2:50])[CH:49]=1.